Dataset: Forward reaction prediction with 1.9M reactions from USPTO patents (1976-2016). Task: Predict the product of the given reaction. (1) Given the reactants [OH-].[NH4+:2].[F:3][C:4]1[C:12]([F:13])=[C:11](F)[C:10]([N+:15]([O-:17])=[O:16])=[CH:9][C:5]=1[C:6]([OH:8])=[O:7].Cl, predict the reaction product. The product is: [NH2:2][C:11]1[C:10]([N+:15]([O-:17])=[O:16])=[CH:9][C:5]([C:6]([OH:8])=[O:7])=[C:4]([F:3])[C:12]=1[F:13]. (2) The product is: [Cl:2][C:3]1[CH:4]=[C:5]2[C:9](=[CH:10][CH:11]=1)[NH:8][CH:7]=[C:6]2[CH2:12][CH2:13][NH:14][C:27]([CH:24]1[CH2:25][CH2:26][N:22]([C:17]2[CH:18]=[CH:19][CH:20]=[CH:21][C:16]=2[Cl:15])[C:23]1=[O:30])=[O:28]. Given the reactants Cl.[Cl:2][C:3]1[CH:4]=[C:5]2[C:9](=[CH:10][CH:11]=1)[NH:8][CH:7]=[C:6]2[CH2:12][CH2:13][NH2:14].[Cl:15][C:16]1[CH:21]=[CH:20][CH:19]=[CH:18][C:17]=1[N:22]1[CH2:26][CH2:25][CH:24]([C:27](O)=[O:28])[C:23]1=[O:30].[Cl:15][C:16]1[CH:21]=[CH:20][CH:19]=[CH:18][C:17]=1[N:22]1[CH2:26][CH2:25][CH:24]([C:27](O)=[O:28])[C:23]1=[O:30].C1CN([P+](ON2N=NC3C=CC=CC2=3)(N2CCCC2)N2CCCC2)CC1.F[P-](F)(F)(F)(F)F.C(N(CC)C(C)C)(C)C, predict the reaction product. (3) Given the reactants [CH2:1]([O:3][C:4](=[O:21])[C:5](=[C:8]1[CH2:13][CH2:12][N:11]([C:14]([O:16][C:17]([CH3:20])([CH3:19])[CH3:18])=[O:15])[CH2:10][CH2:9]1)[CH2:6][CH3:7])[CH3:2].[H][H], predict the reaction product. The product is: [CH2:1]([O:3][C:4](=[O:21])[CH:5]([CH:8]1[CH2:9][CH2:10][N:11]([C:14]([O:16][C:17]([CH3:18])([CH3:20])[CH3:19])=[O:15])[CH2:12][CH2:13]1)[CH2:6][CH3:7])[CH3:2]. (4) Given the reactants Cl[C:2]1[N:7]=[C:6](OC)[C:5]([CH:10](C)[C:11]#N)=[CH:4][CH:3]=1.O=S1(=O)[N:20]([C:21]([O:23]C(C)(C)C)=O)[CH2:19][CH2:18][CH2:17]O1.[CH3:29][Si]([N-][Si](C)(C)C)(C)C.[K+].[ClH:39].[OH-:40].[K+], predict the reaction product. The product is: [Cl:39][C:2]1[N:7]=[C:6]([O:40][CH3:29])[C:5]([C@@:10]2([CH3:11])[CH2:17][CH2:18][CH2:19][NH:20][C:21]2=[O:23])=[CH:4][CH:3]=1. (5) Given the reactants S(Cl)(Cl)=O.[N:5]1[CH:10]=[CH:9][N:8]=[CH:7][C:6]=1[C:11]([OH:13])=[O:12].[CH3:14]O, predict the reaction product. The product is: [N:5]1[CH:10]=[CH:9][N:8]=[CH:7][C:6]=1[C:11]([O:13][CH3:14])=[O:12].